This data is from NCI-60 drug combinations with 297,098 pairs across 59 cell lines. The task is: Regression. Given two drug SMILES strings and cell line genomic features, predict the synergy score measuring deviation from expected non-interaction effect. Drug 1: C1=NC2=C(N1)C(=S)N=CN2. Drug 2: C1C(C(OC1N2C=NC(=NC2=O)N)CO)O. Cell line: UACC-257. Synergy scores: CSS=11.6, Synergy_ZIP=-1.80, Synergy_Bliss=0.908, Synergy_Loewe=-2.85, Synergy_HSA=-2.53.